From a dataset of Forward reaction prediction with 1.9M reactions from USPTO patents (1976-2016). Predict the product of the given reaction. (1) Given the reactants [F:1][C:2]([F:16])([F:15])[C:3]([N:5]1[C:13]2[C:8](=[C:9]([Cl:14])[CH:10]=[CH:11][CH:12]=2)[CH2:7][CH2:6]1)=[O:4].[N+:17]([O-])([OH:19])=[O:18].C([O-])(O)=O.[Na+], predict the reaction product. The product is: [F:16][C:2]([F:1])([F:15])[C:3]([N:5]1[C:13]2[C:8](=[C:9]([Cl:14])[C:10]([N+:17]([O-:19])=[O:18])=[CH:11][CH:12]=2)[CH2:7][CH2:6]1)=[O:4]. (2) Given the reactants [N+:1]([C:4]1[CH:5]=[C:6]([CH:10]=[CH:11][C:12]=1[C:13]([F:16])([F:15])[F:14])[C:7]([OH:9])=[O:8])([O-])=O.[H][H], predict the reaction product. The product is: [NH2:1][C:4]1[CH:5]=[C:6]([CH:10]=[CH:11][C:12]=1[C:13]([F:14])([F:15])[F:16])[C:7]([OH:9])=[O:8].